Predict which catalyst facilitates the given reaction. From a dataset of Catalyst prediction with 721,799 reactions and 888 catalyst types from USPTO. (1) Reactant: [Br:1][CH2:2][CH2:3][S:4][C:5]1[N:6]=[CH:7][N:8]2[CH:12]=[C:11]([C:13]3[C@H:14]([CH3:37])[C@@H:15]4[C@@H:32]([C@H:33]([OH:35])[CH3:34])[C:31](=[O:36])[N:16]4[C:17]=3[C:18]([O:20][CH2:21][C:22]3[CH:27]=[CH:26][C:25]([N+:28]([O-:30])=[O:29])=[CH:24][CH:23]=3)=[O:19])[S:10][C:9]=12.[N:38]12[CH2:45][CH2:44][N:41]([CH2:42][CH2:43]1)[CH2:40][CH2:39]2. Product: [Br-:1].[N+:38]12([CH2:2][CH2:3][S:4][C:5]3[N:6]=[CH:7][N:8]4[CH:12]=[C:11]([C:13]5[C@H:14]([CH3:37])[C@@H:15]6[C@@H:32]([C@H:33]([OH:35])[CH3:34])[C:31](=[O:36])[N:16]6[C:17]=5[C:18]([O:20][CH2:21][C:22]5[CH:27]=[CH:26][C:25]([N+:28]([O-:30])=[O:29])=[CH:24][CH:23]=5)=[O:19])[S:10][C:9]=34)[CH2:45][CH2:44][N:41]([CH2:42][CH2:43]1)[CH2:40][CH2:39]2. The catalyst class is: 10. (2) Reactant: [NH2:1][C:2]1[N:10]=[CH:9][N:8]=[C:7]2[C:3]=1[N:4]=[CH:5][N:6]2[C@H:11]1[C@@H:15]2[O:16][C:17]([CH3:20])([CH3:19])[O:18][C@@H:14]2[C@@H:13]([CH2:21][OH:22])[O:12]1.[Br:23][C:24]1[CH:32]=[CH:31][C:27]([C:28](Cl)=[O:29])=[CH:26][CH:25]=1.O.N. Product: [Br:23][C:24]1[CH:32]=[CH:31][C:27]([C:28]([NH:1][C:2]2[N:10]=[CH:9][N:8]=[C:7]3[C:3]=2[N:4]=[CH:5][N:6]3[C@H:11]2[C@H:15]3[C@H:14]([O:18][C:17]([CH3:19])([CH3:20])[O:16]3)[C@@H:13]([CH2:21][OH:22])[O:12]2)=[O:29])=[CH:26][CH:25]=1. The catalyst class is: 17.